From a dataset of Full USPTO retrosynthesis dataset with 1.9M reactions from patents (1976-2016). Predict the reactants needed to synthesize the given product. (1) Given the product [CH2:1]([N:3]1[CH2:4][CH2:5][CH:6]([C:9]2[C:10]([F:18])=[C:11]([CH:15]=[CH:16][CH:17]=2)[C:12]([NH2:14])=[O:13])[CH2:7][CH2:8]1)[CH3:2], predict the reactants needed to synthesize it. The reactants are: [CH2:1]([N:3]1[CH2:8][CH:7]=[C:6]([C:9]2[C:10]([F:18])=[C:11]([CH:15]=[CH:16][CH:17]=2)[C:12]([NH2:14])=[O:13])[CH2:5][CH2:4]1)[CH3:2].Cl. (2) Given the product [CH3:14][NH:15][C:16]([C:18]1[N:22]2[CH2:23][CH2:24][N:25]([C:11]([C:9]3[CH:10]=[C:5]4[N:4]=[CH:3][C:2]([Br:1])=[CH:7][N:6]4[N:8]=3)=[O:13])[CH2:26][C:21]2=[CH:20][CH:19]=1)=[O:17], predict the reactants needed to synthesize it. The reactants are: [Br:1][C:2]1[CH:3]=[N:4][C:5]2[N:6]([N:8]=[C:9]([C:11]([OH:13])=O)[CH:10]=2)[CH:7]=1.[CH3:14][NH:15][C:16]([C:18]1[N:22]2[CH2:23][CH2:24][NH:25][CH2:26][C:21]2=[CH:20][CH:19]=1)=[O:17]. (3) The reactants are: [NH2:1][C@H:2]1[CH2:11][C:10]2[C:5](=[CH:6][CH:7]=[C:8]([C:12]#[N:13])[CH:9]=2)[NH:4][CH2:3]1.[C:14]1([N:20]=[C:21]=[O:22])[CH:19]=[CH:18][CH:17]=[CH:16][CH:15]=1. Given the product [C:12]([C:8]1[CH:9]=[C:10]2[C:5](=[CH:6][CH:7]=1)[NH:4][CH2:3][C@@H:2]([NH:1][C:21]([NH:20][C:14]1[CH:19]=[CH:18][CH:17]=[CH:16][CH:15]=1)=[O:22])[CH2:11]2)#[N:13], predict the reactants needed to synthesize it. (4) Given the product [C:1]([C:3]1[CH:4]=[CH:5][C:6]([O:7][C:8]2[CH:9]=[C:10]([CH:20]=[C:21]([O:23][C:24]3[CH:25]=[CH:26][C:27]([C:30]#[N:31])=[CH:28][CH:29]=3)[CH:22]=2)[C:11]([NH:13][CH:14]2[CH2:15][CH2:16][N:17]([CH2:35][CH:36]3[CH2:38][CH2:37]3)[CH2:18][CH2:19]2)=[O:12])=[CH:32][CH:33]=1)#[N:2], predict the reactants needed to synthesize it. The reactants are: [C:1]([C:3]1[CH:33]=[CH:32][C:6]([O:7][C:8]2[CH:9]=[C:10]([CH:20]=[C:21]([O:23][C:24]3[CH:29]=[CH:28][C:27]([C:30]#[N:31])=[CH:26][CH:25]=3)[CH:22]=2)[C:11]([NH:13][CH:14]2[CH2:19][CH2:18][NH:17][CH2:16][CH2:15]2)=[O:12])=[CH:5][CH:4]=1)#[N:2].Br[CH2:35][CH:36]1[CH2:38][CH2:37]1. (5) Given the product [OH:74][C:52]([CH2:53][CH2:54][CH2:55][CH2:56][C@H:57]1[C@@H:65]2[C@@H:60]([NH:61][C:62]([NH:64]2)=[O:63])[CH2:59][S:58]1)=[O:66], predict the reactants needed to synthesize it. The reactants are: [C:52](NCCCOCCOCCOCCCNC(=O)C1C=C(C=[N+]=[N-])C=C(C(NCCCOCCOCCOCCCN[C:52](=[O:66])[CH2:53][CH2:54][CH2:55][CH2:56][C@H:57]2[C@@H:65]3[C@@H:60]([NH:61][C:62]([NH:64]3)=[O:63])[CH2:59][S:58]2)=O)C=1)(=[O:66])[CH2:53][CH2:54][CH2:55][CH2:56][C@H:57]1[C@@H:65]2[C@@H:60]([NH:61][C:62]([NH:64]2)=[O:63])[CH2:59][S:58]1.[OH2:74].Cl. (6) The reactants are: [Cl:1][C:2]1[CH:7]=[CH:6][C:5]([C:8]2[S:9][C:10]([CH2:13][OH:14])=[CH:11]N=2)=[CH:4][CH:3]=1.[C:15]1(=O)[CH2:19][CH2:18][C:17](=[O:20])[CH2:16]1.[C:22]1(P(C2C=CC=CC=2)C2C=CC=CC=2)C=CC=CC=1.CC(OC(/N=N/C(OC(C)C)=O)=O)C. Given the product [Cl:1][C:2]1[CH:7]=[CH:6][C:5]([C:8]2[S:9][C:10]([CH2:13][O:14][C:15]3[CH2:19][CH2:18][C:17](=[O:20])[CH:16]=3)=[CH:11][CH:22]=2)=[CH:4][CH:3]=1, predict the reactants needed to synthesize it. (7) Given the product [F:1][C:2]1[CH:10]=[C:9]([N+:11]([O-:13])=[O:12])[C:8]([O:14][CH3:15])=[CH:7][C:3]=1[CH2:4][OH:5], predict the reactants needed to synthesize it. The reactants are: [F:1][C:2]1[CH:10]=[C:9]([N+:11]([O-:13])=[O:12])[C:8]([O:14][CH3:15])=[CH:7][C:3]=1[C:4](O)=[O:5].[BH4-].[Na+].B(F)(F)F. (8) The reactants are: [CH3:1][O:2][C:3]1[CH:8]=[CH:7][C:6](B(O)O)=[CH:5][CH:4]=1.Cl[C:13]1[CH:18]=[CH:17][C:16]([N+:19]([O-:21])=[O:20])=[CH:15][CH:14]=1.[F-].[Cs+]. Given the product [CH3:1][O:2][C:3]1[CH:8]=[CH:7][C:6]([C:13]2[CH:18]=[CH:17][C:16]([N+:19]([O-:21])=[O:20])=[CH:15][CH:14]=2)=[CH:5][CH:4]=1, predict the reactants needed to synthesize it. (9) Given the product [C:22]12([NH:27][C:2]3[C:7]([C:8]#[N:9])=[CH:6][N:5]=[C:4]([S:10][CH3:11])[N:3]=3)[CH2:26][CH:24]([CH2:25]1)[CH2:23]2, predict the reactants needed to synthesize it. The reactants are: Cl[C:2]1[C:7]([C:8]#[N:9])=[CH:6][N:5]=[C:4]([S:10][CH3:11])[N:3]=1.CCN(C(C)C)C(C)C.Cl.[C:22]12([NH2:27])[CH2:26][CH:24]([CH2:25]1)[CH2:23]2.O.